Dataset: Forward reaction prediction with 1.9M reactions from USPTO patents (1976-2016). Task: Predict the product of the given reaction. (1) Given the reactants [NH2:1][C:2]1[N:15]=[C:5]2[CH:6]=[C:7]([Br:14])[CH:8]=[C:9]([C:10]([NH:12][NH2:13])=[O:11])[N:4]2[N:3]=1.[C:16](O[C:16](=[O:20])[CH:17]([CH3:19])[CH3:18])(=[O:20])[CH:17]([CH3:19])[CH3:18], predict the reaction product. The product is: [C:16]([NH:13][NH:12][C:10]([C:9]1[N:4]2[N:3]=[C:2]([NH2:1])[N:15]=[C:5]2[CH:6]=[C:7]([Br:14])[CH:8]=1)=[O:11])(=[O:20])[CH:17]([CH3:19])[CH3:18]. (2) Given the reactants [CH3:1][C:2]1[C:10]2[C:5](=[CH:6][CH:7]=[CH:8][C:9]=2OS(C(F)(F)F)(=O)=O)[NH:4][N:3]=1.[N:19]1[C:28]2[C:23](=[CH:24][CH:25]=[CH:26][CH:27]=2)[CH:22]=[C:21](B(O)O)[CH:20]=1.C(=O)([O-])[O-].[Na+].[Na+].O, predict the reaction product. The product is: [CH3:1][C:2]1[C:10]2[C:5](=[CH:6][CH:7]=[CH:8][C:9]=2[C:21]2[CH:20]=[N:19][C:28]3[C:23]([CH:22]=2)=[CH:24][CH:25]=[CH:26][CH:27]=3)[NH:4][N:3]=1. (3) Given the reactants [Br:1][C:2]1[CH:3]=[C:4]2[C:9](=[CH:10][CH:11]=1)[CH:8]=[C:7]([CH2:12][OH:13])[CH:6]=[CH:5]2, predict the reaction product. The product is: [Br:1][C:2]1[CH:3]=[C:4]2[C:9](=[CH:10][CH:11]=1)[CH:8]=[C:7]([CH:12]=[O:13])[CH:6]=[CH:5]2. (4) The product is: [F:11][C:7]1[CH:8]=[CH:9][CH:10]=[C:2]([C:13]2[CH:14]=[CH:15][CH:16]=[CH:17][CH:18]=2)[C:3]=1[C:4]([OH:6])=[O:5]. Given the reactants F[C:2]1[CH:10]=[CH:9][CH:8]=[C:7]([F:11])[C:3]=1[C:4]([OH:6])=[O:5].[Li][C:13]1[CH:14]=[CH:15][CH:16]=[CH:17][CH:18]=1, predict the reaction product.